This data is from Full USPTO retrosynthesis dataset with 1.9M reactions from patents (1976-2016). The task is: Predict the reactants needed to synthesize the given product. (1) Given the product [NH2:26][C:6]1[C:7]([C:8]#[C:9][C:10]2[CH:11]=[C:12]([NH:16][C:17]([NH:36][CH:27]3[C:35]4[C:30](=[CH:31][CH:32]=[CH:33][CH:34]=4)[CH2:29][CH2:28]3)=[O:25])[CH:13]=[CH:14][CH:15]=2)=[C:2]([NH2:1])[N:3]=[CH:4][N:5]=1, predict the reactants needed to synthesize it. The reactants are: [NH2:1][C:2]1[C:7]([C:8]#[C:9][C:10]2[CH:11]=[C:12]([NH:16][C:17](=[O:25])OC3C=CC=CC=3)[CH:13]=[CH:14][CH:15]=2)=[C:6]([NH2:26])[N:5]=[CH:4][N:3]=1.[CH:27]1([NH2:36])[C:35]2[C:30](=[CH:31][CH:32]=[CH:33][CH:34]=2)[CH2:29][CH2:28]1. (2) Given the product [C:34]([C:33]1([NH:36][C:27]([C@@H:9]2[CH2:10][C@@H:11]([S:13]([C:16]3[CH:21]=[CH:20][C:19]([F:22])=[CH:18][C:17]=3[C:23]([F:24])([F:26])[F:25])(=[O:15])=[O:14])[CH2:12][C@H:8]2[C:6]([N:4]2[CH2:5][C:2]([F:30])([F:1])[CH2:3]2)=[O:7])=[O:29])[CH2:31][CH2:32]1)#[N:35], predict the reactants needed to synthesize it. The reactants are: [F:1][C:2]1([F:30])[CH2:5][N:4]([C:6]([C@@H:8]2[CH2:12][C@H:11]([S:13]([C:16]3[CH:21]=[CH:20][C:19]([F:22])=[CH:18][C:17]=3[C:23]([F:26])([F:25])[F:24])(=[O:15])=[O:14])[CH2:10][C@H:9]2[C:27]([OH:29])=O)=[O:7])[CH2:3]1.[CH2:31]1[C:33]([NH2:36])([C:34]#[N:35])[CH2:32]1.Cl. (3) Given the product [F:18][C:11]([F:10])([F:17])[C:12]([N:49]1[CH2:50][CH2:51][N:46]([C:27]([C:28]2[CH:33]=[CH:32][CH:31]=[CH:30][CH:29]=2)([C:40]2[CH:41]=[CH:42][CH:43]=[CH:44][CH:45]=2)[C:34]2[CH:35]=[CH:36][CH:37]=[CH:38][CH:39]=2)[CH2:47][CH2:48]1)=[O:14], predict the reactants needed to synthesize it. The reactants are: C(N(C(C)C)CC)(C)C.[F:10][C:11]([F:18])([F:17])[C:12]([O:14]CC)=O.C(O)(=O)CCC(O)=O.[C:27]([N:46]1[CH2:51][CH2:50][NH:49][CH2:48][CH2:47]1)([C:40]1[CH:45]=[CH:44][CH:43]=[CH:42][CH:41]=1)([C:34]1[CH:39]=[CH:38][CH:37]=[CH:36][CH:35]=1)[C:28]1[CH:33]=[CH:32][CH:31]=[CH:30][CH:29]=1. (4) Given the product [C:13]1([C:22]2[CH:23]=[CH:24][CH:25]=[CH:26][CH:27]=2)[CH:18]=[CH:17][C:16]([N:3]2[C:4]3[C:9](=[CH:8][CH:7]=[CH:6][CH:5]=3)[C:10]([CH:11]=[O:12])=[C:2]2[Cl:1])=[CH:15][CH:14]=1, predict the reactants needed to synthesize it. The reactants are: [Cl:1][C:2]1[NH:3][C:4]2[C:9]([C:10]=1[CH:11]=[O:12])=[CH:8][CH:7]=[CH:6][CH:5]=2.[C:13]1([C:22]2[CH:27]=[CH:26][CH:25]=[CH:24][CH:23]=2)[CH:18]=[CH:17][C:16](B(O)O)=[CH:15][CH:14]=1. (5) Given the product [F:17][C:18]1[CH:19]=[CH:20][C:21]([C:22]([N:24]2[CH2:30][CH2:29][C:28]3[O:31][C:32]([CH2:34][O:35][C:38]4[CH:43]=[CH:42][CH:41]=[CH:40][CH:39]=4)=[N:33][C:27]=3[CH2:26][CH2:25]2)=[O:23])=[CH:36][CH:37]=1, predict the reactants needed to synthesize it. The reactants are: N(C(OC(C)(C)C)=O)=NC(OC(C)(C)C)=O.[F:17][C:18]1[CH:37]=[CH:36][C:21]([C:22]([N:24]2[CH2:30][CH2:29][C:28]3[O:31][C:32]([CH2:34][OH:35])=[N:33][C:27]=3[CH2:26][CH2:25]2)=[O:23])=[CH:20][CH:19]=1.[C:38]1(O)[CH:43]=[CH:42][CH:41]=[CH:40][CH:39]=1.C1(P(C2C=CC=CC=2)C2C=CC=CC=2)C=CC=CC=1.